From a dataset of NCI-60 drug combinations with 297,098 pairs across 59 cell lines. Regression. Given two drug SMILES strings and cell line genomic features, predict the synergy score measuring deviation from expected non-interaction effect. (1) Drug 1: CC1=C(C(=CC=C1)Cl)NC(=O)C2=CN=C(S2)NC3=CC(=NC(=N3)C)N4CCN(CC4)CCO. Drug 2: C1C(C(OC1N2C=NC(=NC2=O)N)CO)O. Cell line: K-562. Synergy scores: CSS=71.5, Synergy_ZIP=1.83, Synergy_Bliss=0.902, Synergy_Loewe=2.52, Synergy_HSA=5.53. (2) Drug 1: CS(=O)(=O)OCCCCOS(=O)(=O)C. Drug 2: CC1=C(C(=O)C2=C(C1=O)N3CC4C(C3(C2COC(=O)N)OC)N4)N. Cell line: MDA-MB-435. Synergy scores: CSS=11.7, Synergy_ZIP=-5.72, Synergy_Bliss=-4.73, Synergy_Loewe=-9.77, Synergy_HSA=-4.00. (3) Drug 1: C1=C(C(=O)NC(=O)N1)F. Drug 2: CS(=O)(=O)OCCCCOS(=O)(=O)C. Cell line: OVCAR-8. Synergy scores: CSS=41.2, Synergy_ZIP=-5.17, Synergy_Bliss=-5.19, Synergy_Loewe=-10.2, Synergy_HSA=-1.42. (4) Drug 1: CC1C(C(CC(O1)OC2CC(CC3=C2C(=C4C(=C3O)C(=O)C5=C(C4=O)C(=CC=C5)OC)O)(C(=O)C)O)N)O.Cl. Drug 2: C1=NC(=NC(=O)N1C2C(C(C(O2)CO)O)O)N. Cell line: A549. Synergy scores: CSS=7.96, Synergy_ZIP=-8.32, Synergy_Bliss=-2.07, Synergy_Loewe=-15.8, Synergy_HSA=-3.86. (5) Drug 1: CC1=C(C(CCC1)(C)C)C=CC(=CC=CC(=CC(=O)O)C)C. Drug 2: CN(CCCl)CCCl.Cl. Cell line: SW-620. Synergy scores: CSS=31.6, Synergy_ZIP=-3.97, Synergy_Bliss=0.547, Synergy_Loewe=-19.0, Synergy_HSA=-5.55. (6) Drug 1: CC1=CC2C(CCC3(C2CCC3(C(=O)C)OC(=O)C)C)C4(C1=CC(=O)CC4)C. Drug 2: CC1CCC2CC(C(=CC=CC=CC(CC(C(=O)C(C(C(=CC(C(=O)CC(OC(=O)C3CCCCN3C(=O)C(=O)C1(O2)O)C(C)CC4CCC(C(C4)OC)OCCO)C)C)O)OC)C)C)C)OC. Cell line: 786-0. Synergy scores: CSS=7.15, Synergy_ZIP=-3.15, Synergy_Bliss=-5.98, Synergy_Loewe=-21.3, Synergy_HSA=-7.24. (7) Drug 1: C1=NC2=C(N1)C(=S)N=C(N2)N. Drug 2: CC1CCC2CC(C(=CC=CC=CC(CC(C(=O)C(C(C(=CC(C(=O)CC(OC(=O)C3CCCCN3C(=O)C(=O)C1(O2)O)C(C)CC4CCC(C(C4)OC)O)C)C)O)OC)C)C)C)OC. Cell line: MALME-3M. Synergy scores: CSS=27.6, Synergy_ZIP=-3.25, Synergy_Bliss=-2.95, Synergy_Loewe=-1.14, Synergy_HSA=0.347. (8) Drug 1: CC1C(C(CC(O1)OC2CC(OC(C2O)C)OC3=CC4=CC5=C(C(=O)C(C(C5)C(C(=O)C(C(C)O)O)OC)OC6CC(C(C(O6)C)O)OC7CC(C(C(O7)C)O)OC8CC(C(C(O8)C)O)(C)O)C(=C4C(=C3C)O)O)O)O. Drug 2: COC1=NC(=NC2=C1N=CN2C3C(C(C(O3)CO)O)O)N. Cell line: OVCAR-4. Synergy scores: CSS=25.2, Synergy_ZIP=0.416, Synergy_Bliss=1.43, Synergy_Loewe=-53.7, Synergy_HSA=1.36. (9) Drug 1: C1=CN(C=N1)CC(O)(P(=O)(O)O)P(=O)(O)O. Drug 2: C1CC(=O)NC(=O)C1N2C(=O)C3=CC=CC=C3C2=O. Cell line: HOP-92. Synergy scores: CSS=3.39, Synergy_ZIP=1.68, Synergy_Bliss=1.15, Synergy_Loewe=3.97, Synergy_HSA=-1.14.